This data is from NCI-60 drug combinations with 297,098 pairs across 59 cell lines. The task is: Regression. Given two drug SMILES strings and cell line genomic features, predict the synergy score measuring deviation from expected non-interaction effect. (1) Drug 1: CC(CN1CC(=O)NC(=O)C1)N2CC(=O)NC(=O)C2. Drug 2: C1=CC=C(C=C1)NC(=O)CCCCCCC(=O)NO. Cell line: SK-MEL-5. Synergy scores: CSS=44.6, Synergy_ZIP=7.06, Synergy_Bliss=5.86, Synergy_Loewe=-5.46, Synergy_HSA=7.03. (2) Drug 1: CCN(CC)CCCC(C)NC1=C2C=C(C=CC2=NC3=C1C=CC(=C3)Cl)OC. Drug 2: CCC1(C2=C(COC1=O)C(=O)N3CC4=CC5=C(C=CC(=C5CN(C)C)O)N=C4C3=C2)O.Cl. Cell line: NCI-H226. Synergy scores: CSS=29.0, Synergy_ZIP=-7.96, Synergy_Bliss=-5.42, Synergy_Loewe=-7.67, Synergy_HSA=-3.83.